Dataset: Full USPTO retrosynthesis dataset with 1.9M reactions from patents (1976-2016). Task: Predict the reactants needed to synthesize the given product. (1) Given the product [Cl:6][C:7]1[CH:26]=[C:25]([Cl:27])[CH:24]=[CH:23][C:8]=1[O:9][CH2:10][CH2:11][CH:12]1[CH2:21][C:20]2[C:15](=[CH:16][CH:17]=[C:18]([S:2]([Cl:1])(=[O:5])=[O:3])[CH:19]=2)[NH:14][C:13]1=[O:22], predict the reactants needed to synthesize it. The reactants are: [Cl:1][S:2]([OH:5])(=O)=[O:3].[Cl:6][C:7]1[CH:26]=[C:25]([Cl:27])[CH:24]=[CH:23][C:8]=1[O:9][CH2:10][CH2:11][CH:12]1[CH2:21][C:20]2[C:15](=[CH:16][CH:17]=[CH:18][CH:19]=2)[NH:14][C:13]1=[O:22]. (2) Given the product [CH2:1]([N:8]1[CH2:9][C@@H:10]([CH3:15])[N:11]([C:21]([O:20][C:17]([CH3:19])([CH3:18])[CH3:16])=[O:22])[C@H:12]([CH3:14])[CH2:13]1)[C:2]1[CH:3]=[CH:4][CH:5]=[CH:6][CH:7]=1, predict the reactants needed to synthesize it. The reactants are: [CH2:1]([N:8]1[CH2:13][C@@H:12]([CH3:14])[NH:11][C@H:10]([CH3:15])[CH2:9]1)[C:2]1[CH:7]=[CH:6][CH:5]=[CH:4][CH:3]=1.[CH3:16][C:17]([O:20][C:21](O[C:21]([O:20][C:17]([CH3:19])([CH3:18])[CH3:16])=[O:22])=[O:22])([CH3:19])[CH3:18]. (3) Given the product [BrH:19].[CH3:18][C:16]1[N:15]=[CH:14][N:13]([C:4]2[C:3](=[O:2])[NH:8][C:7]([C:9]([OH:11])=[O:10])=[CH:6][CH:5]=2)[CH:17]=1, predict the reactants needed to synthesize it. The reactants are: C[O:2][C:3]1[N:8]=[C:7]([C:9]([O:11]C)=[O:10])[CH:6]=[CH:5][C:4]=1[N:13]1[CH:17]=[C:16]([CH3:18])[N:15]=[CH:14]1.[BrH:19]. (4) The reactants are: C(OC(=O)[NH:7][CH2:8][C:9]1[CH:14]=[CH:13][C:12]([F:15])=[C:11]([C:16]2[CH:17]=[N:18][C:19]([C:22]([F:25])([F:24])[F:23])=[N:20][CH:21]=2)[CH:10]=1)(C)(C)C.FC(F)(F)C(O)=O. Given the product [F:15][C:12]1[CH:13]=[CH:14][C:9]([CH2:8][NH2:7])=[CH:10][C:11]=1[C:16]1[CH:21]=[N:20][C:19]([C:22]([F:25])([F:23])[F:24])=[N:18][CH:17]=1, predict the reactants needed to synthesize it. (5) Given the product [CH3:1][O:2][C:3]([CH:5]1[CH2:14][CH2:13][C:12]2[C:11](=[CH:10][CH:9]=[N:8][CH:7]=2)[NH:6]1)=[O:4], predict the reactants needed to synthesize it. The reactants are: [CH3:1][O:2][C:3]([C:5]1[CH:14]=[CH:13][C:12]2[C:7](=[N:8][CH:9]=[CH:10][CH:11]=2)[N:6]=1)=[O:4]. (6) The reactants are: F[C:2]1[C:7]([F:8])=[CH:6][C:5]([I:9])=[CH:4][N:3]=1.N1C=CC=CC=1.[NH2:16][CH2:17][C:18]([CH3:21])([OH:20])[CH3:19]. Given the product [F:8][C:7]1[C:2]([NH:16][CH2:17][C:18]([CH3:21])([OH:20])[CH3:19])=[N:3][CH:4]=[C:5]([I:9])[CH:6]=1, predict the reactants needed to synthesize it. (7) Given the product [CH3:1][S:2]([O:11][CH:8]1[CH2:9][CH2:10][N:6]([S:2]([CH3:1])(=[O:4])=[O:3])[CH2:7]1)(=[O:4])=[O:3], predict the reactants needed to synthesize it. The reactants are: [CH3:1][S:2](Cl)(=[O:4])=[O:3].[NH:6]1[CH2:10][CH2:9][CH:8]([OH:11])[CH2:7]1.C(N(CC)CC)C. (8) Given the product [Cl:1][C:2]1[CH:10]=[CH:9][C:8]2[NH:7][C:12](=[O:14])[C:11]3=[N:21][N:20]([CH3:19])[CH:6]=[C:5]3[C:4]=2[CH:3]=1, predict the reactants needed to synthesize it. The reactants are: [Cl:1][C:2]1[CH:3]=[C:4]2[C:8](=[CH:9][CH:10]=1)[NH:7][CH:6]=[C:5]2[C:11](=O)[C:12]([O:14]CC)=O.Cl.[CH3:19][NH:20][NH2:21].C(O)C. (9) The reactants are: [F:1][C:2]1[CH:7]=[CH:6][CH:5]=[CH:4][C:3]=1[C:8]1[C:9]2[C@@H:10]3[CH2:28][CH2:27][N:26](C(OC(C)(C)C)=O)[CH2:25][CH2:24][C@@H:11]3[N:12](C(OC(C)(C)C)=O)[C:13]=2[CH:14]=[CH:15][CH:16]=1.[ClH:36]. Given the product [ClH:36].[ClH:36].[F:1][C:2]1[CH:7]=[CH:6][CH:5]=[CH:4][C:3]=1[C:8]1[C:9]2[C@@H:10]3[CH2:28][CH2:27][NH:26][CH2:25][CH2:24][C@@H:11]3[NH:12][C:13]=2[CH:14]=[CH:15][CH:16]=1, predict the reactants needed to synthesize it.